From a dataset of Reaction yield outcomes from USPTO patents with 853,638 reactions. Predict the reaction yield, written as a fraction of the theoretical maximum amount of product (1.0 means a 100% yield; for example, 0.34 means a 34% yield). (1) The reactants are [CH2:1]([N:8]1[CH2:13][N:12](CC2C=CC(OC)=CC=2OC)[CH2:11][N:10]([C:25]2[CH:26]=[N:27][N:28]([CH2:30][C:31]3[C:32]([CH3:37])=[N:33][O:34][C:35]=3[CH3:36])[CH:29]=2)[C:9]1=[O:38])[C:2]1[CH:7]=[CH:6][CH:5]=[CH:4][CH:3]=1.C1(OC)C=CC=CC=1.FC(F)(F)C(O)=O.ClCCl. The catalyst is ClCCl. The product is [CH2:1]([N:8]1[CH2:13][NH:12][CH2:11][N:10]([C:25]2[CH:26]=[N:27][N:28]([CH2:30][C:31]3[C:32]([CH3:37])=[N:33][O:34][C:35]=3[CH3:36])[CH:29]=2)[C:9]1=[O:38])[C:2]1[CH:3]=[CH:4][CH:5]=[CH:6][CH:7]=1. The yield is 0.620. (2) The reactants are Br[C:2]1[CH:3]=[C:4]2[C:9](=[C:10]([O:12]COCC[Si](C)(C)C)[CH:11]=1)[N:8]=[CH:7][N:6](COCC[Si](C)(C)C)[C:5]2=[O:29].[CH3:30][O:31][C:32]1[CH:37]=[CH:36][C:35]([CH3:38])=[CH:34][C:33]=1B(O)O.C1C2C(=CC=CC=2)CCC=1B(O)O.C(=O)([O-])[O-].[K+].[K+]. The catalyst is C1(P([C-]2C=CC=C2)C2C=CC=CC=2)C=CC=CC=1.[C-]1(P(C2C=CC=CC=2)C2C=CC=CC=2)C=CC=C1.[Fe+2].[Pd](Cl)Cl.O1CCOCC1. The product is [OH:12][C:10]1[CH:11]=[C:2]([C:33]2[CH:34]=[C:35]([CH3:38])[CH:36]=[CH:37][C:32]=2[O:31][CH3:30])[CH:3]=[C:4]2[C:9]=1[N:8]=[CH:7][NH:6][C:5]2=[O:29]. The yield is 0.640.